Dataset: Forward reaction prediction with 1.9M reactions from USPTO patents (1976-2016). Task: Predict the product of the given reaction. (1) Given the reactants [CH:1]([C:4]1[N:5]=[C:6]([CH2:9][CH2:10][C:11]2[CH:32]=[CH:31][N:14]3[C:15](=[O:30])[C:16](/[CH:25]=[CH:26]/[C:27](O)=[O:28])=[C:17]([N:19]4[CH2:24][CH2:23][O:22][CH2:21][CH2:20]4)[N:18]=[C:13]3[CH:12]=2)[S:7][CH:8]=1)([CH3:3])[CH3:2].[CH3:33][S:34]([NH2:37])(=[O:36])=[O:35].CN(C1C=CC=CN=1)C.Cl.C(N=C=NCCCN(C)C)C, predict the reaction product. The product is: [CH:1]([C:4]1[N:5]=[C:6]([CH2:9][CH2:10][C:11]2[CH:32]=[CH:31][N:14]3[C:15](=[O:30])[C:16](/[CH:25]=[CH:26]/[C:27]([NH:37][S:34]([CH3:33])(=[O:36])=[O:35])=[O:28])=[C:17]([N:19]4[CH2:24][CH2:23][O:22][CH2:21][CH2:20]4)[N:18]=[C:13]3[CH:12]=2)[S:7][CH:8]=1)([CH3:3])[CH3:2]. (2) Given the reactants [F:1][C:2]1[CH:7]=[C:6]([O:8]C)[C:5]([F:10])=[CH:4][C:3]=1[C:11]1[C:19]2[C:14](=[N:15][CH:16]=[N:17][C:18]=2[NH2:20])[N:13]([CH:21]([CH3:23])[CH3:22])[N:12]=1.B(Br)(Br)Br, predict the reaction product. The product is: [NH2:20][C:18]1[N:17]=[CH:16][N:15]=[C:14]2[N:13]([CH:21]([CH3:23])[CH3:22])[N:12]=[C:11]([C:3]3[C:2]([F:1])=[CH:7][C:6]([OH:8])=[C:5]([F:10])[CH:4]=3)[C:19]=12. (3) Given the reactants [F:1][C:2]1[CH:7]=[CH:6][CH:5]=[C:4]([F:8])[C:3]=1[C:9]1[C:18]2[C:13](=[CH:14][CH:15]=[C:16]([C:19](O)=[O:20])[CH:17]=2)[O:12][CH2:11][CH:10]=1.CC[N:24]=[C:25]=[N:26]CCCN(C)C.Cl.[CH:34]1C=[CH:36][C:37]2[N:42](O)[N:41]=N[C:38]=2[CH:39]=1.CCN(C(C)C)C(C)C, predict the reaction product. The product is: [NH2:26][C:25]([N:42]1[C:37]([CH3:36])=[CH:38][C:39]([CH3:34])=[N:41]1)=[N:24][C:19]([C:16]1[CH:17]=[C:18]2[C:13](=[CH:14][CH:15]=1)[O:12][CH2:11][CH:10]=[C:9]2[C:3]1[C:4]([F:8])=[CH:5][CH:6]=[CH:7][C:2]=1[F:1])=[O:20]. (4) Given the reactants Cl[C:2]1[C:7]([C:8]#[N:9])=[C:6]([C:10]2[CH:15]=[CH:14][C:13]([O:16][C:17]3[CH:22]=[CH:21][CH:20]=[CH:19][CH:18]=3)=[CH:12][CH:11]=2)[N:5]=[C:4]([C:23]2[CH:28]=[CH:27][C:26]([NH:29][C:30](=[O:32])[CH3:31])=[CH:25][CH:24]=2)[CH:3]=1.[NH2:33][NH2:34], predict the reaction product. The product is: [NH2:9][C:8]1[C:7]2[C:6]([C:10]3[CH:15]=[CH:14][C:13]([O:16][C:17]4[CH:22]=[CH:21][CH:20]=[CH:19][CH:18]=4)=[CH:12][CH:11]=3)=[N:5][C:4]([C:23]3[CH:28]=[CH:27][C:26]([NH:29][C:30](=[O:32])[CH3:31])=[CH:25][CH:24]=3)=[CH:3][C:2]=2[NH:34][N:33]=1.